From a dataset of Forward reaction prediction with 1.9M reactions from USPTO patents (1976-2016). Predict the product of the given reaction. (1) Given the reactants [CH2:1]([NH:8][C:9](=[O:38])[C:10]1[CH:15]=[CH:14][C:13]([C:16]2[N:20]([C:21]3[CH:26]=[CH:25][C:24]([O:27]C4CCCCO4)=[CH:23][CH:22]=3)[C:19]3[CH:34]=[CH:35][CH:36]=[CH:37][C:18]=3[N:17]=2)=[CH:12][CH:11]=1)[C:2]1[CH:7]=[CH:6][CH:5]=[CH:4][CH:3]=1.C(O)(C(F)(F)F)=O.C([SiH](CC)CC)C, predict the reaction product. The product is: [CH2:1]([NH:8][C:9](=[O:38])[C:10]1[CH:11]=[CH:12][C:13]([C:16]2[N:20]([C:21]3[CH:22]=[CH:23][C:24]([OH:27])=[CH:25][CH:26]=3)[C:19]3[CH:34]=[CH:35][CH:36]=[CH:37][C:18]=3[N:17]=2)=[CH:14][CH:15]=1)[C:2]1[CH:7]=[CH:6][CH:5]=[CH:4][CH:3]=1. (2) Given the reactants Cl[CH2:2][C:3]1[N:7]([C:8]([C:21]2[CH:26]=[CH:25][CH:24]=[CH:23][CH:22]=2)([C:15]2[CH:20]=[CH:19][CH:18]=[CH:17][CH:16]=2)[C:9]2[CH:14]=[CH:13][CH:12]=[CH:11][CH:10]=2)[CH:6]=[N:5][C:4]=1[CH3:27].[NH3:28], predict the reaction product. The product is: [CH3:27][C:4]1[N:5]=[CH:6][N:7]([C:8]([C:21]2[CH:26]=[CH:25][CH:24]=[CH:23][CH:22]=2)([C:9]2[CH:10]=[CH:11][CH:12]=[CH:13][CH:14]=2)[C:15]2[CH:16]=[CH:17][CH:18]=[CH:19][CH:20]=2)[C:3]=1[CH2:2][NH2:28]. (3) Given the reactants S(Cl)([Cl:3])=O.[Cl:5][C:6]1[C:10]([CH3:11])=[CH:9][S:8][C:7]=1[C:12]1([C:17]([OH:19])=O)[CH2:16][CH2:15][CH2:14][CH2:13]1, predict the reaction product. The product is: [Cl:5][C:6]1[C:10]([CH3:11])=[CH:9][S:8][C:7]=1[C:12]1([C:17]([Cl:3])=[O:19])[CH2:16][CH2:15][CH2:14][CH2:13]1. (4) Given the reactants [F:1][C:2]([F:14])([F:13])[O:3][C:4]1[CH:12]=[CH:11][C:7]([C:8](O)=[O:9])=[CH:6][CH:5]=1.S(Cl)([Cl:17])=O.CN(C)C(=O)C, predict the reaction product. The product is: [F:1][C:2]([F:14])([F:13])[O:3][C:4]1[CH:12]=[CH:11][C:7]([C:8]([Cl:17])=[O:9])=[CH:6][CH:5]=1. (5) Given the reactants [CH2:1]([S:8][C:9]1[C:14]([C:15]2[O:16][C:17]([CH3:20])=[N:18][N:19]=2)=[CH:13][C:12]([N+:21]([O-])=O)=[CH:11][N:10]=1)[C:2]1[CH:7]=[CH:6][CH:5]=[CH:4][CH:3]=1.C(O)(=O)C, predict the reaction product. The product is: [CH2:1]([S:8][C:9]1[N:10]=[CH:11][C:12]([NH2:21])=[CH:13][C:14]=1[C:15]1[O:16][C:17]([CH3:20])=[N:18][N:19]=1)[C:2]1[CH:3]=[CH:4][CH:5]=[CH:6][CH:7]=1.